Dataset: NCI-60 drug combinations with 297,098 pairs across 59 cell lines. Task: Regression. Given two drug SMILES strings and cell line genomic features, predict the synergy score measuring deviation from expected non-interaction effect. Drug 1: CC1=C(C(=CC=C1)Cl)NC(=O)C2=CN=C(S2)NC3=CC(=NC(=N3)C)N4CCN(CC4)CCO. Drug 2: CC(C)CN1C=NC2=C1C3=CC=CC=C3N=C2N. Cell line: MOLT-4. Synergy scores: CSS=8.17, Synergy_ZIP=3.89, Synergy_Bliss=-1.32, Synergy_Loewe=2.28, Synergy_HSA=-1.29.